This data is from Full USPTO retrosynthesis dataset with 1.9M reactions from patents (1976-2016). The task is: Predict the reactants needed to synthesize the given product. (1) Given the product [C:1]([NH:5][C:6](=[O:35])[C:7]1[CH:12]=[CH:11][CH:10]=[C:9]([O:13][C:14]2[CH:19]=[CH:18][C:17]([NH:20][C:21]3[C:31]4[CH:30]=[C:29]([CH2:32][N:37]([CH3:36])[CH2:38][CH2:39][S:40]([CH3:43])(=[O:42])=[O:41])[CH2:28][CH2:27][NH:26][C:25]=4[N:24]=[CH:23][N:22]=3)=[CH:16][C:15]=2[Cl:34])[CH:8]=1)([CH3:4])([CH3:2])[CH3:3], predict the reactants needed to synthesize it. The reactants are: [C:1]([NH:5][C:6](=[O:35])[C:7]1[CH:12]=[CH:11][CH:10]=[C:9]([O:13][C:14]2[CH:19]=[CH:18][C:17]([NH:20][C:21]3[C:31]4[CH:30]=[C:29]([CH:32]=O)[CH2:28][CH2:27][NH:26][C:25]=4[N:24]=[CH:23][N:22]=3)=[CH:16][C:15]=2[Cl:34])[CH:8]=1)([CH3:4])([CH3:3])[CH3:2].[CH3:36][NH:37][CH2:38][CH2:39][S:40]([CH3:43])(=[O:42])=[O:41].C(O[BH-](OC(=O)C)OC(=O)C)(=O)C.[Na+]. (2) Given the product [CH3:4][O:5][C:6]([C:8]1[CH:12]=[C:11]([CH:13]([OH:14])[CH3:1])[O:10][C:9]=1[CH3:15])=[O:7], predict the reactants needed to synthesize it. The reactants are: [CH3:1][Mg]Br.[CH3:4][O:5][C:6]([C:8]1[CH:12]=[C:11]([CH:13]=[O:14])[O:10][C:9]=1[CH3:15])=[O:7]. (3) Given the product [NH2:35][C:36]1[CH:41]=[CH:40][C:39]([C:15]2[CH:16]=[C:17]3[C:9]([C:4]4[CH:5]=[CH:6][CH:7]=[CH:8][C:3]=4[O:2][CH3:1])=[N:58][NH:11][C:12]3=[N:13][CH:14]=2)=[CH:38][C:37]=1[C:43]([N:45]1[CH2:50][CH2:49][O:48][CH2:47][CH2:46]1)=[O:44], predict the reactants needed to synthesize it. The reactants are: [CH3:1][O:2][C:3]1[CH:8]=[CH:7][CH:6]=[CH:5][C:4]=1[C:9]1[C:17]2[C:12](=[N:13][CH:14]=[C:15](B3OC(C)(C)C(C)(C)O3)[CH:16]=2)[N:11](COCC[Si](C)(C)C)C=1.[NH2:35][C:36]1[CH:41]=[CH:40][C:39](Br)=[CH:38][C:37]=1[C:43]([N:45]1[CH2:50][CH2:49][O:48][CH2:47][CH2:46]1)=[O:44].C([O-])(O)=O.[Na+].C(#[N:58])C. (4) Given the product [C:1](=[O:6])([O:14][CH:8]1[CH2:13][CH2:12][CH2:11][CH2:10][CH2:9]1)[O:2][CH:3]([Cl:5])[CH3:4], predict the reactants needed to synthesize it. The reactants are: [C:1](Cl)(=[O:6])[O:2][CH:3]([Cl:5])[CH3:4].[CH:8]1([OH:14])[CH2:13][CH2:12][CH2:11][CH2:10][CH2:9]1.N1C=CC=CC=1.